Dataset: Merck oncology drug combination screen with 23,052 pairs across 39 cell lines. Task: Regression. Given two drug SMILES strings and cell line genomic features, predict the synergy score measuring deviation from expected non-interaction effect. (1) Drug 2: O=C(O)C1(Cc2cccc(Nc3nccs3)n2)CCC(Oc2cccc(Cl)c2F)CC1. Cell line: A375. Synergy scores: synergy=9.00. Drug 1: O=c1[nH]cc(F)c(=O)[nH]1. (2) Drug 1: O=P1(N(CCCl)CCCl)NCCCO1. Synergy scores: synergy=-13.9. Cell line: UACC62. Drug 2: NC(=O)c1cccc2cn(-c3ccc(C4CCCNC4)cc3)nc12. (3) Drug 1: Cc1nc(Nc2ncc(C(=O)Nc3c(C)cccc3Cl)s2)cc(N2CCN(CCO)CC2)n1. Drug 2: CC1(c2nc3c(C(N)=O)cccc3[nH]2)CCCN1. Cell line: NCIH1650. Synergy scores: synergy=25.0. (4) Drug 1: O=C(O)C1(Cc2cccc(Nc3nccs3)n2)CCC(Oc2cccc(Cl)c2F)CC1. Drug 2: Cc1nc(Nc2ncc(C(=O)Nc3c(C)cccc3Cl)s2)cc(N2CCN(CCO)CC2)n1. Cell line: NCIH460. Synergy scores: synergy=6.92. (5) Drug 1: O=S1(=O)NC2(CN1CC(F)(F)F)C1CCC2Cc2cc(C=CCN3CCC(C(F)(F)F)CC3)ccc2C1. Drug 2: Cn1c(=O)n(-c2ccc(C(C)(C)C#N)cc2)c2c3cc(-c4cnc5ccccc5c4)ccc3ncc21. Cell line: HT144. Synergy scores: synergy=23.4.